Dataset: Forward reaction prediction with 1.9M reactions from USPTO patents (1976-2016). Task: Predict the product of the given reaction. (1) Given the reactants I[C:2]1[CH:9]=[CH:8][C:5]([CH:6]=[O:7])=[CH:4][CH:3]=1.[Br-].[CH:11]1([Zn+])[CH2:14][CH2:13][CH2:12]1, predict the reaction product. The product is: [CH:11]1([C:2]2[CH:9]=[CH:8][C:5]([CH:6]=[O:7])=[CH:4][CH:3]=2)[CH2:14][CH2:13][CH2:12]1. (2) Given the reactants C1(C)C=CC(S(O)(=O)=O)=CC=1.[CH3:12][C:13]1[CH:19]=C(O)C=C[C:14]=1[OH:15].[C:21]([O:31][C:32]([C:35]([CH2:38][CH2:39][OH:40])([F:37])[F:36])([F:34])[F:33])([C:24]([C:27]([F:30])([F:29])[F:28])([F:26])[F:25])([F:23])[F:22].C(O)(=O)C(C)=C, predict the reaction product. The product is: [C:21]([O:31][C:32]([C:35]([CH2:38][CH2:39][O:40][C:14]([C:13](=[CH2:12])[CH3:19])=[O:15])([F:36])[F:37])([F:34])[F:33])([C:24]([C:27]([F:30])([F:29])[F:28])([F:26])[F:25])([F:23])[F:22]. (3) Given the reactants [N:1]1[CH:6]=[CH:5][CH:4]=[CH:3][C:2]=1[C:7]1[C:8](N)=[N:9][NH:10][C:11]=1[NH2:12].[CH3:14]C1C=CC(S(O)(=O)=O)=CC=1.[F:25][C:26]1([F:43])[O:30][C:29]2[CH:31]=[CH:32][C:33]([C:35](=O)[CH2:36][C:37]([O:39]CC)=O)=[CH:34][C:28]=2[O:27]1, predict the reaction product. The product is: [NH2:12][C:11]1[C:7]([C:2]2[CH:3]=[CH:4][CH:5]=[CH:6][N:1]=2)=[C:8]2[CH2:14][C:35]([C:33]3[CH:32]=[CH:31][C:29]4[O:30][C:26]([F:25])([F:43])[O:27][C:28]=4[CH:34]=3)=[CH:36][C:37](=[O:39])[N:9]2[N:10]=1. (4) Given the reactants [CH3:1][O:2][C:3](=[O:21])[C@H:4]([C:14]1[CH:19]=[CH:18][CH:17]=[CH:16][C:15]=1[Cl:20])[N:5]1[CH2:10][CH2:9][C:8]2[S:11][CH:12]=[CH:13][C:7]=2[CH2:6]1.CC(O)C.Cl, predict the reaction product. The product is: [ClH:20].[CH3:1][O:2][C:3](=[O:21])[C@H:4]([C:14]1[CH:19]=[CH:18][CH:17]=[CH:16][C:15]=1[Cl:20])[N:5]1[CH2:10][CH2:9][C:8]2[S:11][CH:12]=[CH:13][C:7]=2[CH2:6]1. (5) Given the reactants [CH2:1]([O:8][C:9]1[C:10]([C:28](O)=[O:29])=[N:11][C:12]([CH2:16][C:17]2([C:22]3[CH:27]=[CH:26][CH:25]=[CH:24][CH:23]=3)[CH2:21][CH2:20][CH2:19][CH2:18]2)=[N:13][C:14]=1[OH:15])[C:2]1[CH:7]=[CH:6][CH:5]=[CH:4][CH:3]=1.[Si:31]([O:38][CH2:39][CH2:40][NH:41][CH2:42][C:43]1[CH:48]=[CH:47][C:46]([F:49])=[CH:45][CH:44]=1)([C:34]([CH3:37])([CH3:36])[CH3:35])([CH3:33])[CH3:32].CCCP(=O)=O.O, predict the reaction product. The product is: [Si:31]([O:38][CH2:39][CH2:40][N:41]([CH2:42][C:43]1[CH:48]=[CH:47][C:46]([F:49])=[CH:45][CH:44]=1)[C:28]([C:10]1[C:9]([O:8][CH2:1][C:2]2[CH:3]=[CH:4][CH:5]=[CH:6][CH:7]=2)=[C:14]([OH:15])[N:13]=[C:12]([CH2:16][C:17]2([C:22]3[CH:27]=[CH:26][CH:25]=[CH:24][CH:23]=3)[CH2:21][CH2:20][CH2:19][CH2:18]2)[N:11]=1)=[O:29])([C:34]([CH3:37])([CH3:36])[CH3:35])([CH3:33])[CH3:32]. (6) Given the reactants [C:1]1([CH:7]=[CH:8][C:9]([C:11]2[CH:16]=[CH:15][CH:14]=[CH:13][CH:12]=2)=[O:10])[CH:6]=[CH:5][CH:4]=[CH:3][CH:2]=1, predict the reaction product. The product is: [C:11]1([C@@H:9]([OH:10])[CH2:8][CH2:7][C:1]2[CH:2]=[CH:3][CH:4]=[CH:5][CH:6]=2)[CH:16]=[CH:15][CH:14]=[CH:13][CH:12]=1.